Dataset: Full USPTO retrosynthesis dataset with 1.9M reactions from patents (1976-2016). Task: Predict the reactants needed to synthesize the given product. (1) Given the product [OH:2][C:3]1[C:8]([CH3:9])=[CH:7][C:6]([CH2:10][C:11]#[N:12])=[C:5]([CH3:13])[CH:4]=1, predict the reactants needed to synthesize it. The reactants are: C[O:2][C:3]1[C:8]([CH3:9])=[CH:7][C:6]([CH2:10][C:11]#[N:12])=[C:5]([CH3:13])[CH:4]=1. (2) The reactants are: [O:1]=[C:2]1[CH2:6][C:5]2([CH2:11][CH2:10][CH:9]([C:12]([O:14][CH2:15][CH3:16])=[O:13])[CH2:8][CH2:7]2)[CH2:4][NH:3]1.I[C:18]1[CH:23]=[CH:22][CH:21]=[CH:20][CH:19]=1.N[C@@H]1CCCC[C@H]1N.C(=O)([O-])[O-].[Cs+].[Cs+]. Given the product [O:1]=[C:2]1[CH2:6][C:5]2([CH2:11][CH2:10][CH:9]([C:12]([O:14][CH2:15][CH3:16])=[O:13])[CH2:8][CH2:7]2)[CH2:4][N:3]1[C:18]1[CH:23]=[CH:22][CH:21]=[CH:20][CH:19]=1, predict the reactants needed to synthesize it. (3) Given the product [Cl:36][C:34]1[CH:33]=[CH:32][N:31]=[C:30]([N:1]2[C:9]3[C:4](=[CH:5][CH:6]=[CH:7][CH:8]=3)[C:3]([CH2:10][CH2:11][CH2:12][CH2:13][CH2:14][CH2:15][NH:16][C:17]([NH:19][CH2:20][C:21]3[CH:22]=[N:23][CH:24]=[CH:25][CH:26]=3)=[O:18])=[CH:2]2)[N:35]=1, predict the reactants needed to synthesize it. The reactants are: [NH:1]1[C:9]2[C:4](=[CH:5][CH:6]=[CH:7][CH:8]=2)[C:3]([CH2:10][CH2:11][CH2:12][CH2:13][CH2:14][CH2:15][NH:16][C:17]([NH:19][CH2:20][C:21]2[CH:22]=[N:23][CH:24]=[CH:25][CH:26]=2)=[O:18])=[CH:2]1.[H-].[Na+].Cl[C:30]1[N:35]=[C:34]([Cl:36])[CH:33]=[CH:32][N:31]=1.